This data is from Reaction yield outcomes from USPTO patents with 853,638 reactions. The task is: Predict the reaction yield, written as a fraction of the theoretical maximum amount of product (1.0 means a 100% yield; for example, 0.34 means a 34% yield). (1) The reactants are Br[C:2]1[CH:3]=[CH:4][C:5]2[C:6]([CH:17]=1)=[C:7]([C:10]1[CH:15]=[CH:14][CH:13]=[C:12]([Cl:16])[CH:11]=1)[O:8][N:9]=2.[Li]CCCC.CON(C)[C:26](=[O:35])[C:27]1[CH:32]=[CH:31][C:30]([O:33][CH3:34])=[CH:29][CH:28]=1. The catalyst is C1COCC1. The product is [Cl:16][C:12]1[CH:11]=[C:10]([C:7]2[O:8][N:9]=[C:5]3[CH:4]=[CH:3][C:2]([C:26]([C:27]4[CH:32]=[CH:31][C:30]([O:33][CH3:34])=[CH:29][CH:28]=4)=[O:35])=[CH:17][C:6]=23)[CH:15]=[CH:14][CH:13]=1. The yield is 0.410. (2) The reactants are [C:1]([C@@H:5]1[CH2:10][CH2:9][C@H:8]([OH:11])[CH2:7][CH2:6]1)([CH3:4])([CH3:3])[CH3:2].[C:12]([O:16][C:17](=[O:38])[NH:18][C:19]1([C:27]2[CH:36]=[CH:35][C:34]3[C:29](=[CH:30][CH:31]=[C:32](O)[CH:33]=3)[CH:28]=2)[CH2:24][O:23][C:22]([CH3:26])([CH3:25])[O:21][CH2:20]1)([CH3:15])([CH3:14])[CH3:13]. No catalyst specified. The product is [C:12]([O:16][C:17](=[O:38])[NH:18][C:19]1([C:27]2[CH:36]=[CH:35][C:34]3[C:29](=[CH:30][CH:31]=[C:32]([O:11][C@H:8]4[CH2:7][CH2:6][C@H:5]([C:1]([CH3:4])([CH3:2])[CH3:3])[CH2:10][CH2:9]4)[CH:33]=3)[CH:28]=2)[CH2:20][O:21][C:22]([CH3:26])([CH3:25])[O:23][CH2:24]1)([CH3:13])([CH3:14])[CH3:15]. The yield is 0.420. (3) The reactants are Br[C:2]1[CH:7]=[CH:6][C:5]([C:8]2([C:21]3[CH:26]=[CH:25][CH:24]=[CH:23][CH:22]=3)[C:20]3[CH:19]=[CH:18][CH:17]=[CH:16][C:15]=3[C:14]3[C:9]2=[CH:10][CH:11]=[CH:12][CH:13]=3)=[CH:4][CH:3]=1.CC(C)([O-])C.[Na+].[CH3:33][C:34]1[CH:35]=[C:36]([CH:38]=[C:39]([CH3:41])[CH:40]=1)[NH2:37].C(P(C(C)(C)C)C(C)(C)C)(C)(C)C. The catalyst is C1C=CC(/C=C/C(/C=C/C2C=CC=CC=2)=O)=CC=1.C1C=CC(/C=C/C(/C=C/C2C=CC=CC=2)=O)=CC=1.[Pd].CCCCCC.C1(C)C=CC=CC=1. The product is [CH3:33][C:34]1[CH:35]=[C:36]([NH:37][C:2]2[CH:7]=[CH:6][C:5]([C:8]3([C:21]4[CH:26]=[CH:25][CH:24]=[CH:23][CH:22]=4)[C:20]4[CH:19]=[CH:18][CH:17]=[CH:16][C:15]=4[C:14]4[C:9]3=[CH:10][CH:11]=[CH:12][CH:13]=4)=[CH:4][CH:3]=2)[CH:38]=[C:39]([CH3:41])[CH:40]=1. The yield is 0.920. (4) The reactants are [CH3:1][C:2]1[O:6][C:5]([CH2:7][C:8]2[CH:13]=[CH:12][C:11]([CH2:14][C:15](Cl)=[N:16][OH:17])=[CH:10][CH:9]=2)=[CH:4][CH:3]=1.O1CCCC1.[C:24]([C:26]1[C:27]([NH2:32])=[N:28][CH:29]=[CH:30][CH:31]=1)#[CH:25].C(N(CC)CC)C. The catalyst is O. The product is [CH3:1][C:2]1[O:6][C:5]([CH2:7][C:8]2[CH:13]=[CH:12][C:11]([CH2:14][C:15]3[CH:25]=[C:24]([C:26]4[C:27]([NH2:32])=[N:28][CH:29]=[CH:30][CH:31]=4)[O:17][N:16]=3)=[CH:10][CH:9]=2)=[CH:4][CH:3]=1. The yield is 0.410. (5) The reactants are [CH2:1]([O:3][C:4]([CH2:6][O:7][C:8]1[C:13]([C:14]([O:16]CC)=O)=[CH:12][N:11]=[CH:10][N:9]=1)=[O:5])[CH3:2].CC(C)([O-])C.[Na+].Cl. The catalyst is C1COCC1.O. The product is [OH:16][C:14]1[C:13]2[CH:12]=[N:11][CH:10]=[N:9][C:8]=2[O:7][C:6]=1[C:4]([O:3][CH2:1][CH3:2])=[O:5]. The yield is 0.540. (6) The reactants are O=[CH:2][C:3]([O:5][CH2:6][CH3:7])=[O:4].[CH3:8][C:9]1[CH:18]=[CH:17][C:12]([C:13]([O:15][CH3:16])=[O:14])=[CH:11][N:10]=1. The catalyst is C(OC(=O)C)(=O)C. The product is [CH2:6]([O:5][C:3](=[O:4])/[CH:2]=[CH:8]/[C:9]1[CH:18]=[CH:17][C:12]([C:13]([O:15][CH3:16])=[O:14])=[CH:11][N:10]=1)[CH3:7]. The yield is 0.730. (7) The reactants are [CH3:1][O:2][C:3]1[N:8]=[C:7]([O:9][CH3:10])[C:6](B(O)O)=[CH:5][N:4]=1.I[C:15]1[CH:20]=[CH:19][CH:18]=[CH:17][CH:16]=1.[O-]P([O-])([O-])=O.[K+].[K+].[K+].CO. The catalyst is CS(C)=O.ClCCl.[Pd](Cl)Cl.C1(P(C2C=CC=CC=2)[C-]2C=CC=C2)C=CC=CC=1.[C-]1(P(C2C=CC=CC=2)C2C=CC=CC=2)C=CC=C1.[Fe+2]. The product is [CH3:1][O:2][C:3]1[N:8]=[C:7]([O:9][CH3:10])[C:6]([C:15]2[CH:20]=[CH:19][CH:18]=[CH:17][CH:16]=2)=[CH:5][N:4]=1. The yield is 0.750. (8) The reactants are C([O:3][C:4](=[O:28])[CH2:5][CH2:6][N:7]1[C:11]2[N:12]=[CH:13][N:14]=[C:15]([NH:16][C:17]3[CH:22]=[CH:21][C:20]([O:23][C:24]([F:27])([F:26])[F:25])=[CH:19][CH:18]=3)[C:10]=2[CH:9]=[CH:8]1)C. The catalyst is C1COCC1.O. The product is [F:27][C:24]([F:25])([F:26])[O:23][C:20]1[CH:19]=[CH:18][C:17]([NH:16][C:15]2[C:10]3[CH:9]=[CH:8][N:7]([CH2:6][CH2:5][C:4]([OH:28])=[O:3])[C:11]=3[N:12]=[CH:13][N:14]=2)=[CH:22][CH:21]=1. The yield is 0.770. (9) The reactants are C([O:3][C:4](=[O:28])[C:5]1[CH:10]=[CH:9][C:8]([CH:11]([NH:16][C:17]2[CH:18]=[N:19][C:20]3[C:25]([CH:26]=2)=[CH:24][CH:23]=[CH:22][C:21]=3[CH3:27])[CH2:12][CH:13]([CH3:15])[CH3:14])=[CH:7][CH:6]=1)C.[OH-].[Na+]. The catalyst is C1COCC1.CO. The product is [CH3:14][CH:13]([CH3:15])[CH2:12][CH:11]([C:8]1[CH:7]=[CH:6][C:5]([C:4]([OH:28])=[O:3])=[CH:10][CH:9]=1)[NH:16][C:17]1[CH:18]=[N:19][C:20]2[C:25]([CH:26]=1)=[CH:24][CH:23]=[CH:22][C:21]=2[CH3:27]. The yield is 0.790. (10) The reactants are [NH2:1][C@@H:2]1[CH2:11][C:10]2[N:9]=[CH:8][C:7]([N:12]3[C:17](=[O:18])[CH:16]=[N:15][C:14]4[CH:19]=[CH:20][C:21]([O:23][CH3:24])=[N:22][C:13]3=4)=[CH:6][C:5]=2[CH2:4][C@H:3]1[OH:25].[O:26]1[C:35]2[CH:34]=[C:33]([CH:36]=O)[N:32]=[CH:31][C:30]=2[O:29][CH2:28][CH2:27]1.C(O[BH-](OC(=O)C)OC(=O)C)(=O)C.[Na+].[Cl:52]CCl. The catalyst is CO.CN(C)C=O. The product is [ClH:52].[ClH:52].[O:26]1[C:35]2[CH:34]=[C:33]([CH2:36][NH:1][CH:2]3[CH2:11][C:10]4[N:9]=[CH:8][C:7]([N:12]5[C:17](=[O:18])[CH:16]=[N:15][C:14]6[CH:19]=[CH:20][C:21]([O:23][CH3:24])=[N:22][C:13]5=6)=[CH:6][C:5]=4[CH2:4][CH:3]3[OH:25])[N:32]=[CH:31][C:30]=2[O:29][CH2:28][CH2:27]1. The yield is 0.700.